From a dataset of Forward reaction prediction with 1.9M reactions from USPTO patents (1976-2016). Predict the product of the given reaction. (1) Given the reactants [F-].[CH2:2]([N+](CCCC)(CCCC)CCCC)CCC.[CH3:19][O:20][C:21]1[CH:22]=[CH:23][C:24]2[N:25]([N:31]=[C:32]([C:44]3[CH:49]=[CH:48][CH:47]=[CH:46][CH:45]=3)[C:33]=2[CH2:34][C:35]2[CH:36]=[CH:37][CH:38]=[C:39]([CH:43]=2)[C:40]([O-:42])=[O:41])[C:26]=1[Si](C)(C)C.[C:50](=[O:53])(O)[O-].[Na+], predict the reaction product. The product is: [OH:53][CH2:50][C:37]1[CH:38]=[C:39]([CH:43]=[C:35]([CH2:34][C:33]2[C:32]([C:44]3[CH:49]=[CH:48][CH:47]=[CH:46][CH:45]=3)=[N:31][N:25]3[CH:26]=[C:21]([O:20][CH3:19])[CH:22]=[CH:23][C:24]=23)[CH:36]=1)[C:40]([O:42][CH3:2])=[O:41]. (2) Given the reactants [NH2:1][C@@H:2]([CH3:37])[C@@H:3]([C:27]1[CH:36]=[CH:35][C:30]2[O:31][CH2:32][CH2:33][O:34][C:29]=2[CH:28]=1)[O:4][C:5]1[CH:6]=[C:7]2[C:11](=[CH:12][CH:13]=1)[N:10]([C:14]1[CH:15]=[C:16]([CH:24]=[CH:25][CH:26]=1)[C:17]([O:19][CH2:20][CH:21]([CH3:23])[CH3:22])=[O:18])[N:9]=[CH:8]2.[F:38][C:39]([F:44])([CH3:43])[C:40](O)=[O:41].CN(C(ON1N=NC2C=CC=CC1=2)=[N+](C)C)C.F[P-](F)(F)(F)(F)F.CCN(C(C)C)C(C)C, predict the reaction product. The product is: [F:38][C:39]([F:44])([CH3:43])[C:40]([NH:1][C@@H:2]([CH3:37])[C@@H:3]([C:27]1[CH:36]=[CH:35][C:30]2[O:31][CH2:32][CH2:33][O:34][C:29]=2[CH:28]=1)[O:4][C:5]1[CH:6]=[C:7]2[C:11](=[CH:12][CH:13]=1)[N:10]([C:14]1[CH:15]=[C:16]([CH:24]=[CH:25][CH:26]=1)[C:17]([O:19][CH2:20][CH:21]([CH3:22])[CH3:23])=[O:18])[N:9]=[CH:8]2)=[O:41]. (3) The product is: [NH2:8][C:6]1[N:7]=[CH:2][C:3]([N:9]2[CH2:13][CH2:12][CH2:11][CH:10]2[CH2:14][OH:15])=[CH:4][CH:5]=1. Given the reactants F[C:2]1[N:7]=[C:6]([NH2:8])[CH:5]=[CH:4][CH:3]=1.[NH:9]1[CH2:13][CH2:12][CH2:11][CH:10]1[CH2:14][OH:15], predict the reaction product. (4) Given the reactants [C:1]([NH2:5])([CH3:4])([CH3:3])[CH3:2].[Cl:6][C:7]1[CH:12]=[CH:11][C:10]([S:13](Cl)(=[O:15])=[O:14])=[CH:9][C:8]=1[N+:17]([O-:19])=[O:18].O, predict the reaction product. The product is: [C:1]([NH:5][S:13]([C:10]1[CH:11]=[CH:12][C:7]([Cl:6])=[C:8]([N+:17]([O-:19])=[O:18])[CH:9]=1)(=[O:14])=[O:15])([CH3:4])([CH3:3])[CH3:2]. (5) Given the reactants C([O:8][C:9]1[CH:29]=[CH:28][C:12]([O:13][CH2:14][CH2:15][CH2:16][N:17]2[C:25](=[O:26])[C:24]3[C:19](=[CH:20][CH:21]=[CH:22][CH:23]=3)[C:18]2=[O:27])=[CH:11][CH:10]=1)C1C=CC=CC=1, predict the reaction product. The product is: [OH:8][C:9]1[CH:29]=[CH:28][C:12]([O:13][CH2:14][CH2:15][CH2:16][N:17]2[C:18](=[O:27])[C:19]3[C:24](=[CH:23][CH:22]=[CH:21][CH:20]=3)[C:25]2=[O:26])=[CH:11][CH:10]=1.